Dataset: Forward reaction prediction with 1.9M reactions from USPTO patents (1976-2016). Task: Predict the product of the given reaction. (1) Given the reactants [CH3:1][O:2][C:3](=[O:35])[C:4]1[CH:32]=[C:31]([O:33][CH3:34])[CH:30]=[C:6]([C:7]([NH:9][CH:10]2[CH2:15][CH2:14][N:13]([CH2:16][C:17]3[CH:22]=[C:21]([O:23][CH2:24][CH3:25])[C:20](F)=[C:19]([O:27][CH2:28][CH3:29])[CH:18]=3)[CH2:12][CH2:11]2)=[O:8])[CH:5]=1.C(OC1C=C(C=C(OCC)C=1[N:47]1[CH:51]=[CH:50][CH:49]=[CH:48]1)C=O)C.C([BH3-])#N.[Na+].C(N(C(C)C)C(C)C)C, predict the reaction product. The product is: [CH3:1][O:2][C:3](=[O:35])[C:4]1[CH:32]=[C:31]([O:33][CH3:34])[CH:30]=[C:6]([C:7]([NH:9][CH:10]2[CH2:15][CH2:14][N:13]([CH2:16][C:17]3[CH:22]=[C:21]([O:23][CH2:24][CH3:25])[C:20]([N:47]4[CH:51]=[CH:50][CH:49]=[CH:48]4)=[C:19]([O:27][CH2:28][CH3:29])[CH:18]=3)[CH2:12][CH2:11]2)=[O:8])[CH:5]=1. (2) Given the reactants [CH3:1][C:2]1([CH3:15])[C:10]2[C:5](=[CH:6][C:7]([C:11]([OH:13])=O)=[CH:8][CH:9]=2)[NH:4][C:3]1=[O:14].[CH:16]1([C:19]([NH:21][NH2:22])=O)[CH2:18][CH2:17]1, predict the reaction product. The product is: [CH:16]1([C:19]2[O:13][C:11]([C:7]3[CH:6]=[C:5]4[C:10]([C:2]([CH3:1])([CH3:15])[C:3](=[O:14])[NH:4]4)=[CH:9][CH:8]=3)=[N:22][N:21]=2)[CH2:18][CH2:17]1. (3) Given the reactants [H-].[Na+].[CH:3]([C@H:5]1[CH2:10][CH2:9][C@H:8]([NH:11][C:12](=[O:18])[O:13][C:14]([CH3:17])([CH3:16])[CH3:15])[CH2:7][CH2:6]1)=O.[C:19]([O:22][CH2:23][CH3:24])(=[O:21])[CH3:20].O, predict the reaction product. The product is: [C:14]([O:13][C:12]([NH:11][C@H:8]1[CH2:9][CH2:10][C@H:5](/[CH:3]=[CH:20]/[C:19]([O:22][CH2:23][CH3:24])=[O:21])[CH2:6][CH2:7]1)=[O:18])([CH3:17])([CH3:16])[CH3:15]. (4) Given the reactants [CH:1]1([N:7]2[C:11]3[N:12]=[C:13]([CH:17]4[CH2:20][N:19]([C:21](=[S:23])[NH2:22])[CH2:18]4)[NH:14][C:15](=[O:16])[C:10]=3[CH:9]=[N:8]2)[CH2:6][CH2:5][CH2:4][CH2:3][CH2:2]1.Cl[CH2:25][C:26](=O)[C:27]([CH3:30])([CH3:29])[CH3:28], predict the reaction product. The product is: [C:27]([C:26]1[N:22]=[C:21]([N:19]2[CH2:18][CH:17]([C:13]3[NH:14][C:15](=[O:16])[C:10]4[CH:9]=[N:8][N:7]([CH:1]5[CH2:2][CH2:3][CH2:4][CH2:5][CH2:6]5)[C:11]=4[N:12]=3)[CH2:20]2)[S:23][CH:25]=1)([CH3:30])([CH3:29])[CH3:28]. (5) Given the reactants Cl[CH2:2][C@@H:3]([C:5]1[CH:6]=[C:7]([NH:11][S:12]([C:15]2[CH:20]=[CH:19][CH:18]=[CH:17][CH:16]=2)(=[O:14])=[O:13])[CH:8]=[CH:9][CH:10]=1)[OH:4].C(=O)([O-])[O-].[K+].[K+], predict the reaction product. The product is: [O:4]1[CH2:2][C@H:3]1[C:5]1[CH:6]=[C:7]([NH:11][S:12]([C:15]2[CH:20]=[CH:19][CH:18]=[CH:17][CH:16]=2)(=[O:14])=[O:13])[CH:8]=[CH:9][CH:10]=1. (6) Given the reactants [CH2:1]([C:3]1[CH:8]=[C:7]([CH3:9])[CH:6]=[C:5]([CH2:10][CH3:11])[C:4]=1[C:12](=[O:17])[C:13]([NH:15][NH2:16])=[O:14])[CH3:2].C1COCC1.[C:23]([C:26]1[CH:31]=[CH:30][CH:29]=[CH:28][CH:27]=1)(=O)[CH3:24], predict the reaction product. The product is: [CH2:1]([C:3]1[CH:8]=[C:7]([CH3:9])[CH:6]=[C:5]([CH2:10][CH3:11])[C:4]=1[C:12](=[O:17])[C:13]([NH:15][N:16]=[C:23]([C:26]1[CH:31]=[CH:30][CH:29]=[CH:28][CH:27]=1)[CH3:24])=[O:14])[CH3:2]. (7) Given the reactants [NH2:1][C:2]1[CH:3]=[CH:4][C:5]2[C:11]([CH3:13])([CH3:12])[CH2:10][CH2:9][C:8](=[O:14])[N:7]([CH2:15][CH3:16])[C:6]=2[CH:17]=1.Cl[C:19]1[N:24]=[C:23]([NH:25][C:26]2[C:35]([F:36])=[CH:34][CH:33]=[CH:32][C:27]=2[C:28]([NH:30][CH3:31])=[O:29])[C:22]([Cl:37])=[CH:21][N:20]=1, predict the reaction product. The product is: [Cl:37][C:22]1[C:23]([NH:25][C:26]2[C:35]([F:36])=[CH:34][CH:33]=[CH:32][C:27]=2[C:28]([NH:30][CH3:31])=[O:29])=[N:24][C:19]([NH:1][C:2]2[CH:3]=[CH:4][C:5]3[C:11]([CH3:12])([CH3:13])[CH2:10][CH2:9][C:8](=[O:14])[N:7]([CH2:15][CH3:16])[C:6]=3[CH:17]=2)=[N:20][CH:21]=1. (8) The product is: [Cl:1][C:2]1[CH:3]=[CH:4][C:5](/[C:8](/[Sn:23]([CH2:24][CH2:25][CH2:26][CH3:27])([CH2:28][CH2:29][CH2:30][CH3:31])[CH2:19][CH2:20][CH2:21][CH3:22])=[CH:9]\[CH2:10][NH:11][C:12](=[O:18])[O:13][C:14]([CH3:15])([CH3:17])[CH3:16])=[CH:6][CH:7]=1. Given the reactants [Cl:1][C:2]1[CH:7]=[CH:6][C:5]([C:8]#[C:9][CH2:10][NH:11][C:12](=[O:18])[O:13][C:14]([CH3:17])([CH3:16])[CH3:15])=[CH:4][CH:3]=1.[CH2:19]([SnH:23]([CH2:28][CH2:29][CH2:30][CH3:31])[CH2:24][CH2:25][CH2:26][CH3:27])[CH2:20][CH2:21][CH3:22], predict the reaction product.